This data is from Forward reaction prediction with 1.9M reactions from USPTO patents (1976-2016). The task is: Predict the product of the given reaction. (1) Given the reactants [CH2:1]([C:3]1[C:19]([O:20][CH2:21][O:22][CH3:23])=[CH:18][C:17]2[CH2:16][CH2:15][CH:14]3[CH:6]([CH2:7][CH2:8][C:9]4([CH3:25])[CH:13]3[CH2:12][CH2:11][CH:10]4[OH:24])[C:5]=2[CH:4]=1)[CH3:2].[H-].[Na+].[CH3:28][O:29][CH2:30][CH2:31]Br.[Cl-].[NH4+], predict the reaction product. The product is: [CH2:1]([C:3]1[C:19]([O:20][CH2:21][O:22][CH3:23])=[CH:18][C:17]2[CH2:16][CH2:15][CH:14]3[CH:6]([CH2:7][CH2:8][C:9]4([CH3:25])[CH:13]3[CH2:12][CH2:11][CH:10]4[O:24][CH2:31][CH2:30][O:29][CH3:28])[C:5]=2[CH:4]=1)[CH3:2]. (2) Given the reactants [C:1]([CH2:3][C@@H:4]1[CH2:8][CH2:7][N:6]([C:9]([O:11][C:12]([CH3:15])([CH3:14])[CH3:13])=[O:10])[CH2:5]1)#[N:2].CC1C=CC(S(OC[C@H]2CCN(C([O-])=O)C2)(=O)=O)=CC=1, predict the reaction product. The product is: [C:1]([CH2:3][C@H:4]1[CH2:8][CH2:7][N:6]([C:9]([O:11][C:12]([CH3:15])([CH3:14])[CH3:13])=[O:10])[CH2:5]1)#[N:2]. (3) Given the reactants F[C:2]1[C:7]([C:8]#[N:9])=[CH:6][C:5]2[C:10]3([CH2:31][O:32][C:4]=2[CH:3]=1)[C:18]1[C:13](=[CH:14][CH:15]=[CH:16][CH:17]=1)[N:12]([CH2:19][C:20]1[CH:25]=[CH:24][CH:23]=[CH:22][C:21]=1[C:26]([F:29])([F:28])[F:27])[C:11]3=[O:30].O.NN.[N:36](OCCC(C)C)=O.[PH2](O)=O.C(=O)(O)[O-].[Na+], predict the reaction product. The product is: [F:27][C:26]([F:29])([F:28])[C:21]1[CH:22]=[CH:23][CH:24]=[CH:25][C:20]=1[CH2:19][N:12]1[C:13]2[C:18](=[CH:17][CH:16]=[CH:15][CH:14]=2)[C:10]2([C:5]3[CH:6]=[C:7]4[C:2](=[CH:3][C:4]=3[O:32][CH2:31]2)[NH:36][N:9]=[CH:8]4)[C:11]1=[O:30]. (4) Given the reactants [CH:1]1([C@@H:7]([NH:37]C(=O)OC(C)(C)C)[C:8]([N:10]2[CH2:15][CH2:14][CH:13]([N:16]3[N:25]=[C:24]([C:26]4[CH:31]=[CH:30][C:29]([O:32][CH3:33])=[C:28]([O:34][CH3:35])[CH:27]=4)[C@@H:23]4[C@@H:18]([CH2:19][CH2:20][CH2:21][CH2:22]4)[C:17]3=[O:36])[CH2:12][CH2:11]2)=[O:9])[CH2:6][CH2:5][CH2:4][CH2:3][CH2:2]1.[ClH:45], predict the reaction product. The product is: [ClH:45].[NH2:37][C@H:7]([CH:1]1[CH2:6][CH2:5][CH2:4][CH2:3][CH2:2]1)[C:8]([N:10]1[CH2:15][CH2:14][CH:13]([N:16]2[N:25]=[C:24]([C:26]3[CH:31]=[CH:30][C:29]([O:32][CH3:33])=[C:28]([O:34][CH3:35])[CH:27]=3)[C@@H:23]3[C@@H:18]([CH2:19][CH2:20][CH2:21][CH2:22]3)[C:17]2=[O:36])[CH2:12][CH2:11]1)=[O:9]. (5) Given the reactants [C:1]([CH2:3][N:4]1[CH:8]=[C:7]([C:9]([O:11][CH3:12])=[O:10])[N:6]=[CH:5]1)#[N:2].CO[CH:15](OC)[N:16]([CH3:18])[CH3:17], predict the reaction product. The product is: [C:1](/[C:3](/[N:4]1[CH:8]=[C:7]([C:9]([O:11][CH3:12])=[O:10])[N:6]=[CH:5]1)=[CH:15]\[N:16]([CH3:18])[CH3:17])#[N:2]. (6) Given the reactants C([O:8][C:9]1[CH:14]=[CH:13][C:12]([C@H:15]2[C@@H:19]([O:20][CH3:21])[C@H:18]([O:22][CH3:23])[C@H:17]([C:24]3[CH:29]=[CH:28][C:27]([O:30]CC4C=CC=CC=4)=[CH:26][CH:25]=3)[N:16]2[C:38]2[CH:43]=[CH:42][C:41]([C:44]([CH3:47])([CH3:46])[CH3:45])=[CH:40][CH:39]=2)=[CH:11][CH:10]=1)C1C=CC=CC=1, predict the reaction product. The product is: [C:44]([C:41]1[CH:40]=[CH:39][C:38]([N:16]2[C@@H:17]([C:24]3[CH:29]=[CH:28][C:27]([OH:30])=[CH:26][CH:25]=3)[C@@H:18]([O:22][CH3:23])[C@H:19]([O:20][CH3:21])[C@@H:15]2[C:12]2[CH:13]=[CH:14][C:9]([OH:8])=[CH:10][CH:11]=2)=[CH:43][CH:42]=1)([CH3:47])([CH3:45])[CH3:46].